The task is: Regression. Given two drug SMILES strings and cell line genomic features, predict the synergy score measuring deviation from expected non-interaction effect.. This data is from NCI-60 drug combinations with 297,098 pairs across 59 cell lines. (1) Cell line: UO-31. Synergy scores: CSS=-1.27, Synergy_ZIP=0.496, Synergy_Bliss=-0.510, Synergy_Loewe=-0.720, Synergy_HSA=-2.15. Drug 2: CC1CCCC2(C(O2)CC(NC(=O)CC(C(C(=O)C(C1O)C)(C)C)O)C(=CC3=CSC(=N3)C)C)C. Drug 1: CN(C)C1=NC(=NC(=N1)N(C)C)N(C)C. (2) Synergy scores: CSS=24.8, Synergy_ZIP=-1.03, Synergy_Bliss=-1.74, Synergy_Loewe=-15.8, Synergy_HSA=-2.44. Drug 2: C1C(C(OC1N2C=NC3=C2NC=NCC3O)CO)O. Cell line: RPMI-8226. Drug 1: C1=C(C(=O)NC(=O)N1)N(CCCl)CCCl. (3) Drug 1: C1=NC2=C(N=C(N=C2N1C3C(C(C(O3)CO)O)O)F)N. Drug 2: C1=CN(C=N1)CC(O)(P(=O)(O)O)P(=O)(O)O. Cell line: TK-10. Synergy scores: CSS=8.27, Synergy_ZIP=-3.18, Synergy_Bliss=-1.94, Synergy_Loewe=-2.21, Synergy_HSA=-1.67. (4) Drug 1: COC1=C2C(=CC3=C1OC=C3)C=CC(=O)O2. Drug 2: CCC1(C2=C(COC1=O)C(=O)N3CC4=CC5=C(C=CC(=C5CN(C)C)O)N=C4C3=C2)O.Cl. Cell line: IGROV1. Synergy scores: CSS=5.88, Synergy_ZIP=-6.69, Synergy_Bliss=-9.03, Synergy_Loewe=-7.32, Synergy_HSA=-6.81.